This data is from Forward reaction prediction with 1.9M reactions from USPTO patents (1976-2016). The task is: Predict the product of the given reaction. (1) Given the reactants Cl[C:2]1[N:10]=[CH:9][N:8]=[C:7]2[C:3]=1[N:4]=[CH:5][NH:6]2.[C:11]([O:15][C:16]([NH:18][C:19]1([C:25]([O:27][CH3:28])=[O:26])[CH2:24][CH2:23][NH:22][CH2:21][CH2:20]1)=[O:17])([CH3:14])([CH3:13])[CH3:12].C(N(CC)CC)C, predict the reaction product. The product is: [C:11]([O:15][C:16]([NH:18][C:19]1([C:25]([O:27][CH3:28])=[O:26])[CH2:24][CH2:23][N:22]([C:2]2[N:10]=[CH:9][N:8]=[C:7]3[C:3]=2[N:4]=[CH:5][NH:6]3)[CH2:21][CH2:20]1)=[O:17])([CH3:14])([CH3:13])[CH3:12]. (2) Given the reactants [CH:1]1([O:7][CH2:8][CH2:9][CH2:10][O:11][C:12]2[CH:17]=[CH:16][C:15]([CH:18]3[CH2:23][CH2:22][N:21]([C:24]([O:26][C:27]([CH3:30])([CH3:29])[CH3:28])=[O:25])[CH2:20][CH:19]3[OH:31])=[CH:14][CH:13]=2)[CH2:6][CH2:5][CH2:4][CH2:3][CH2:2]1.Cl[CH2:33][C:34]1[CH:35]=[CH:36][C:37]2[O:42][CH2:41][C:40](=[O:43])[N:39]([CH2:44][CH2:45][CH2:46][O:47][CH3:48])[C:38]=2[CH:49]=1, predict the reaction product. The product is: [CH:1]1([O:7][CH2:8][CH2:9][CH2:10][O:11][C:12]2[CH:17]=[CH:16][C:15]([CH:18]3[CH2:23][CH2:22][N:21]([C:24]([O:26][C:27]([CH3:28])([CH3:30])[CH3:29])=[O:25])[CH2:20][CH:19]3[O:31][CH2:33][C:34]3[CH:35]=[CH:36][C:37]4[O:42][CH2:41][C:40](=[O:43])[N:39]([CH2:44][CH2:45][CH2:46][O:47][CH3:48])[C:38]=4[CH:49]=3)=[CH:14][CH:13]=2)[CH2:2][CH2:3][CH2:4][CH2:5][CH2:6]1. (3) Given the reactants [CH3:1][N:2]1[C:6]([C:7](Cl)=[O:8])=[CH:5][C:4]([CH3:10])=[N:3]1.[NH2:11][C:12]1[CH:29]=[CH:28][C:15]([C:16]([C:18]2[CH:26]=[C:25]3[C:21]([CH2:22][C:23](=[O:27])[NH:24]3)=[CH:20][CH:19]=2)=[O:17])=[CH:14][CH:13]=1, predict the reaction product. The product is: [O:27]=[C:23]1[CH2:22][C:21]2[C:25](=[CH:26][C:18]([C:16]([C:15]3[CH:14]=[CH:13][C:12]([NH:11][C:7]([C:6]4[N:2]([CH3:1])[N:3]=[C:4]([CH3:10])[CH:5]=4)=[O:8])=[CH:29][CH:28]=3)=[O:17])=[CH:19][CH:20]=2)[NH:24]1. (4) Given the reactants [Br:1][C:2]1[CH:26]=[CH:25][C:24]([C:27]([F:30])([F:29])[F:28])=[CH:23][C:3]=1[CH2:4][N:5]([CH2:8][C:9]1[CH:14]=[C:13]([C:15]([F:18])([F:17])[F:16])[CH:12]=[C:11]([C:19]([F:22])([F:21])[F:20])[CH:10]=1)[C:6]#[N:7].C(N(CC)CC)C.C[Si]([N:42]=[N+:43]=[N-:44])(C)C.[OH-].[Na+], predict the reaction product. The product is: [Br:1][C:2]1[CH:26]=[CH:25][C:24]([C:27]([F:28])([F:29])[F:30])=[CH:23][C:3]=1[CH2:4][N:5]([CH2:8][C:9]1[CH:10]=[C:11]([C:19]([F:20])([F:21])[F:22])[CH:12]=[C:13]([C:15]([F:18])([F:17])[F:16])[CH:14]=1)[C:6]1[N:42]=[N:43][NH:44][N:7]=1. (5) The product is: [CH2:1]([NH:8][C:9]1[C:10]2[CH2:30][O:29][CH2:28][CH2:27][C:11]=2[N:12]=[C:13]([N:15]2[C:23]3[C:18](=[C:19]([C:24]4[NH:33][N:32]=[N:31][N:25]=4)[CH:20]=[CH:21][CH:22]=3)[CH:17]=[C:16]2[CH3:26])[N:14]=1)[C:2]1[CH:3]=[CH:4][CH:5]=[CH:6][CH:7]=1. Given the reactants [CH2:1]([NH:8][C:9]1[C:10]2[CH2:30][O:29][CH2:28][CH2:27][C:11]=2[N:12]=[C:13]([N:15]2[C:23]3[CH:22]=[CH:21][CH:20]=[C:19]([C:24]#[N:25])[C:18]=3[CH:17]=[C:16]2[CH3:26])[N:14]=1)[C:2]1[CH:7]=[CH:6][CH:5]=[CH:4][CH:3]=1.[N-:31]=[N+:32]=[N-:33].[Na+].[NH4+].[Cl-].[Li+].[Cl-], predict the reaction product. (6) Given the reactants CC1C=CC(S(OCC2CC3C=C(Cl)C=C(OC)C=3O2)(=O)=O)=CC=1.[N-]=[N+]=[N-].[Na+].N(CC1CC2C=C(Cl)C=C(C3C=CSC=3)C=2O1)=[N+]=[N-].[N:48]([CH2:51][CH:52]1[CH2:56][C:55]2[CH:57]=[C:58]([Cl:63])[CH:59]=[C:60]([O:61][CH3:62])[C:54]=2[O:53]1)=[N+]=[N-].[N-]=[N+]=[N-], predict the reaction product. The product is: [Cl:63][C:58]1[CH:59]=[C:60]([O:61][CH3:62])[C:54]2[O:53][CH:52]([CH2:51][NH2:48])[CH2:56][C:55]=2[CH:57]=1.